Dataset: Reaction yield outcomes from USPTO patents with 853,638 reactions. Task: Predict the reaction yield, written as a fraction of the theoretical maximum amount of product (1.0 means a 100% yield; for example, 0.34 means a 34% yield). (1) The reactants are Cl[C:2]1[N:10]=[CH:9][C:8]([F:11])=[CH:7][C:3]=1[C:4]([OH:6])=[O:5].C([O-])([O-])=O.[K+].[K+].[CH3:18][S:19][C:20]1[CH:21]=[C:22]([CH:24]=[CH:25][CH:26]=1)[NH2:23].Cl. The catalyst is [Cu].[Cu]Br.CO.CN1C(=O)CCC1. The product is [F:11][C:8]1[CH:9]=[N:10][C:2]([NH:23][C:22]2[CH:24]=[CH:25][CH:26]=[C:20]([S:19][CH3:18])[CH:21]=2)=[C:3]([CH:7]=1)[C:4]([OH:6])=[O:5]. The yield is 0.520. (2) The yield is 0.680. The catalyst is C(Cl)Cl. The product is [CH2:22]([N:26]([CH2:27][CH:28]([CH3:30])[CH3:29])[C:3](=[N:5][C:6]1[CH:11]=[CH:10][C:9]([N+:12]([O-:14])=[O:13])=[CH:8][C:7]=1[CH3:15])[C:2]([CH3:17])([CH3:16])[CH3:1])[CH:23]([CH3:25])[CH3:24]. The reactants are [CH3:1][C:2]([CH3:17])([CH3:16])[C:3]([NH:5][C:6]1[CH:11]=[CH:10][C:9]([N+:12]([O-:14])=[O:13])=[CH:8][C:7]=1[CH3:15])=O.S(Cl)(Cl)=O.[CH2:22]([NH:26][CH2:27][CH:28]([CH3:30])[CH3:29])[CH:23]([CH3:25])[CH3:24]. (3) The reactants are [F:1][C:2]1[CH:7]=CC=C[C:3]=1N1CCNCC1.[CH:14]([N:17]([CH:20]([CH3:22])[CH3:21])[CH2:18][CH3:19])([CH3:16])C.Cl.[N:24]1([C:29](=[NH:31])[NH2:30])C=CC=N1. The catalyst is C(#N)C. The product is [F:1][C:2]1[CH:3]=[CH:22][C:20]([N:17]2[CH2:18][CH2:19][N:30]([C:29](=[NH:24])[NH2:31])[CH2:16][CH2:14]2)=[CH:21][CH:7]=1. The yield is 0.970. (4) The reactants are [CH:1]1([CH2:7][CH2:8][CH2:9][N:10]2[CH2:15][CH:14]3[CH:12]([C:13]3([C:17]3[CH:18]=[C:19]([NH2:23])[CH:20]=[CH:21][CH:22]=3)[CH3:16])[CH2:11]2)[CH2:6][CH2:5][CH2:4][CH2:3][CH2:2]1.N1C=CC=CC=1.[CH3:30][S:31](Cl)(=[O:33])=[O:32]. The catalyst is ClCCl. The product is [CH:1]1([CH2:7][CH2:8][CH2:9][N:10]2[CH2:15][CH:14]3[CH:12]([C:13]3([C:17]3[CH:18]=[C:19]([NH:23][S:31]([CH3:30])(=[O:33])=[O:32])[CH:20]=[CH:21][CH:22]=3)[CH3:16])[CH2:11]2)[CH2:6][CH2:5][CH2:4][CH2:3][CH2:2]1. The yield is 0.580. (5) The reactants are [CH:1]1[C:14]2[CH2:13][CH2:12][C:11]3[C:6](=[CH:7][CH:8]=[CH:9][CH:10]=3)[C:5]=2[CH:4]=[CH:3][CH:2]=1.[N+:15]([O-])([OH:17])=[O:16].O. The catalyst is C(O)(=O)C. The product is [N+:15]([C:9]1[CH:8]=[CH:7][C:6]2[C:5]3[C:14](=[CH:1][CH:2]=[CH:3][CH:4]=3)[CH2:13][CH2:12][C:11]=2[CH:10]=1)([O-:17])=[O:16]. The yield is 0.740. (6) The reactants are [N:1]1([CH2:7][CH2:8][O:9][C:10]2[CH:15]=[CH:14][C:13]([C:16]3[C:24]4[C:19](=[CH:20][CH:21]=[C:22]([C:25]#[N:26])[CH:23]=4)[NH:18][N:17]=3)=[CH:12][CH:11]=2)[CH2:6][CH2:5][O:4][CH2:3][CH2:2]1.[N:27]([Sn](CCCC)(CCCC)CCCC)=[N+:28]=[N-:29]. The product is [NH:27]1[C:25]([C:22]2[CH:23]=[C:24]3[C:19](=[CH:20][CH:21]=2)[NH:18][N:17]=[C:16]3[C:13]2[CH:12]=[CH:11][C:10]([O:9][CH2:8][CH2:7][N:1]3[CH2:6][CH2:5][O:4][CH2:3][CH2:2]3)=[CH:15][CH:14]=2)=[N:26][N:29]=[N:28]1. The yield is 0.0890. The catalyst is C1(C)C=CC=CC=1. (7) The reactants are Cl[C:2]1[CH:7]=[C:6]([O:8][C:9]2[CH:14]=[CH:13][C:12]([N+:15]([O-])=O)=[CH:11][CH:10]=2)[N:5]=[C:4]([NH2:18])[N:3]=1.CO.O1CCCC1.C(OCC)(=O)C. The catalyst is [OH-].[Pd+2].[OH-].[C].CCCCCC. The product is [NH2:15][C:12]1[CH:13]=[CH:14][C:9]([O:8][C:6]2[CH:7]=[CH:2][N:3]=[C:4]([NH2:18])[N:5]=2)=[CH:10][CH:11]=1. The yield is 0.750. (8) The reactants are [NH2:1][C:2]1[CH:6]=[C:5]([CH3:7])[O:4][N:3]=1.C(N(CC)CC)C.[Cl:15][CH2:16][C:17](Cl)=[O:18]. The catalyst is ClCCl. The product is [Cl:15][CH2:16][C:17]([NH:1][C:2]1[CH:6]=[C:5]([CH3:7])[O:4][N:3]=1)=[O:18]. The yield is 0.180.